From a dataset of Forward reaction prediction with 1.9M reactions from USPTO patents (1976-2016). Predict the product of the given reaction. (1) Given the reactants [F:1][C:2]1[CH:11]=[C:10]2[C:5]([CH2:6][CH:7]([CH:12]([CH3:14])[CH3:13])[N:8]=[CH:9]2)=[CH:4][C:3]=1[O:15][CH2:16][CH2:17][O:18][CH3:19].CN([CH:23]=[C:24]([C:30](=[O:32])[CH3:31])[C:25]([O:27][CH2:28][CH3:29])=[O:26])C.Cl.O1CCOCC1, predict the reaction product. The product is: [F:1][C:2]1[C:3]([O:15][CH2:16][CH2:17][O:18][CH3:19])=[CH:4][C:5]2[CH2:6][CH:7]([CH:12]([CH3:13])[CH3:14])[N:8]3[CH:9]([CH2:31][C:30](=[O:32])[C:24]([C:25]([O:27][CH2:28][CH3:29])=[O:26])=[CH:23]3)[C:10]=2[CH:11]=1. (2) The product is: [C:1]([C:5]1[S:9][C:8]([NH:10][C:11]2[N:24]=[C:23]([C:25]3[CH:30]=[CH:29][N:28]=[C:27]([C:31]([N:33]([CH2:34][CH3:35])[CH2:36][CH3:37])=[O:32])[CH:26]=3)[CH:22]=[CH:21][N:20]=2)=[CH:7][CH:6]=1)([CH3:2])([CH3:3])[CH3:4]. Given the reactants [C:1]([C:5]1[S:9][C:8]([NH:10][C:11](=O)OC(C)(C)C)=[CH:7][CH:6]=1)([CH3:4])([CH3:3])[CH3:2].ClC1[N:24]=[C:23]([C:25]2[CH:30]=[CH:29][N:28]=[C:27]([C:31]([N:33]([CH2:36][CH3:37])[CH2:34][CH3:35])=[O:32])[CH:26]=2)[CH:22]=[CH:21][N:20]=1.O.C1(C)C=CC(S(O)(=O)=O)=CC=1.O, predict the reaction product.